Dataset: Reaction yield outcomes from USPTO patents with 853,638 reactions. Task: Predict the reaction yield, written as a fraction of the theoretical maximum amount of product (1.0 means a 100% yield; for example, 0.34 means a 34% yield). (1) The reactants are [CH2:1]([S:4](Cl)(=[O:6])=[O:5])[CH2:2]C.[NH2:8][CH2:9][C:10]([C:13]1[CH:18]=[CH:17][C:16]([I:19])=[CH:15][CH:14]=1)([OH:12])[CH3:11].[CH2:20]1CCN2C(=NCCC2)CC1. The catalyst is C(Cl)Cl. The product is [OH:12][C:10]([C:13]1[CH:14]=[CH:15][C:16]([I:19])=[CH:17][CH:18]=1)([CH3:11])[CH2:9][NH:8][S:4]([CH:1]([CH3:2])[CH3:20])(=[O:5])=[O:6]. The yield is 0.310. (2) The reactants are [Cl:1][C:2]1[CH:3]=[C:4]([N+:11]([O-:13])=[O:12])[CH:5]=[C:6]2[C:10]=1[NH:9][CH2:8][CH2:7]2.ClC1C(=O)C(C#N)=C(C#N)C(=O)C=1Cl.C(Cl)(Cl)Cl. The catalyst is CC(C)=O. The product is [Cl:1][C:2]1[CH:3]=[C:4]([N+:11]([O-:13])=[O:12])[CH:5]=[C:6]2[C:10]=1[NH:9][CH:8]=[CH:7]2. The yield is 0.790.